Task: Predict the product of the given reaction.. Dataset: Forward reaction prediction with 1.9M reactions from USPTO patents (1976-2016) Given the reactants Cl[C:2]1[N:6]([CH2:7][C:8]2[CH:13]=[CH:12][C:11]([F:14])=[CH:10][CH:9]=2)[C:5]2[CH:15]=[CH:16][CH:17]=[CH:18][C:4]=2[N:3]=1.[NH2:19][CH2:20][CH2:21][CH2:22][N:23]1[CH2:28][CH2:27][CH:26]([C:29]2[CH:30]=[C:31]([NH:35][C:36](=[O:38])[CH3:37])[CH:32]=[CH:33][CH:34]=2)[CH2:25][CH2:24]1, predict the reaction product. The product is: [F:14][C:11]1[CH:12]=[CH:13][C:8]([CH2:7][N:6]2[C:5]3[CH:15]=[CH:16][CH:17]=[CH:18][C:4]=3[N:3]=[C:2]2[NH:19][CH2:20][CH2:21][CH2:22][N:23]2[CH2:28][CH2:27][CH:26]([C:29]3[CH:30]=[C:31]([NH:35][C:36](=[O:38])[CH3:37])[CH:32]=[CH:33][CH:34]=3)[CH2:25][CH2:24]2)=[CH:9][CH:10]=1.